From a dataset of NCI-60 drug combinations with 297,098 pairs across 59 cell lines. Regression. Given two drug SMILES strings and cell line genomic features, predict the synergy score measuring deviation from expected non-interaction effect. (1) Drug 1: CC1OCC2C(O1)C(C(C(O2)OC3C4COC(=O)C4C(C5=CC6=C(C=C35)OCO6)C7=CC(=C(C(=C7)OC)O)OC)O)O. Drug 2: C1CN(CCN1C(=O)CCBr)C(=O)CCBr. Cell line: COLO 205. Synergy scores: CSS=57.5, Synergy_ZIP=-4.33, Synergy_Bliss=0.0357, Synergy_Loewe=-16.9, Synergy_HSA=1.10. (2) Drug 1: CC1=C2C(C(=O)C3(C(CC4C(C3C(C(C2(C)C)(CC1OC(=O)C(C(C5=CC=CC=C5)NC(=O)OC(C)(C)C)O)O)OC(=O)C6=CC=CC=C6)(CO4)OC(=O)C)OC)C)OC. Drug 2: C1=NC2=C(N=C(N=C2N1C3C(C(C(O3)CO)O)F)Cl)N. Cell line: HOP-62. Synergy scores: CSS=57.1, Synergy_ZIP=2.23, Synergy_Bliss=2.37, Synergy_Loewe=3.79, Synergy_HSA=7.46.